This data is from Full USPTO retrosynthesis dataset with 1.9M reactions from patents (1976-2016). The task is: Predict the reactants needed to synthesize the given product. (1) Given the product [NH2:1][C:4]1[CH:8]=[C:7]([C:9]([O:11][CH3:12])=[O:10])[NH:6][N:5]=1, predict the reactants needed to synthesize it. The reactants are: [N+:1]([C:4]1[CH:8]=[C:7]([C:9]([O:11][CH3:12])=[O:10])[NH:6][N:5]=1)([O-])=O.[H][H]. (2) The reactants are: O[CH2:2][CH:3]([NH:6][C:7]1[CH:12]=[C:11]([CH3:13])[N:10]=[C:9]([O:14][C:15]2[C:20]([CH3:21])=[CH:19][C:18]([CH3:22])=[CH:17][C:16]=2[CH3:23])[C:8]=1[CH3:24])[CH2:4][CH3:5].C1(P([N:39]=[N+:40]=[N-:41])(C2C=CC=CC=2)=O)C=CC=CC=1. Given the product [N:39]([CH2:2][CH:3]([NH:6][C:7]1[CH:12]=[C:11]([CH3:13])[N:10]=[C:9]([O:14][C:15]2[C:20]([CH3:21])=[CH:19][C:18]([CH3:22])=[CH:17][C:16]=2[CH3:23])[C:8]=1[CH3:24])[CH2:4][CH3:5])=[N+:40]=[N-:41], predict the reactants needed to synthesize it. (3) The reactants are: [Cl:1][C:2]1[CH:7]=[C:6]([C:8]2[N:12]=[C:11]([C:13]3[N:14]=[C:15]4[C:20]([Cl:21])=[CH:19][C:18]([C:22]([F:25])([F:24])[F:23])=[CH:17][N:16]4[CH:26]=3)[O:10][N:9]=2)[C:5]([Cl:27])=[CH:4][C:3]=1[OH:28].[C:29]1([CH:35]2[O:40][CH2:39][CH:38](O)[CH2:37][O:36]2)[CH:34]=[CH:33][CH:32]=[CH:31][CH:30]=1.C1(P(C2C=CC=CC=2)C2C=CC=CC=2)C=CC=CC=1.CC(OC(/N=N/C(OC(C)C)=O)=O)C. Given the product [Cl:21][C:20]1[C:15]2[N:16]([CH:26]=[C:13]([C:11]3[O:10][N:9]=[C:8]([C:6]4[CH:7]=[C:2]([Cl:1])[C:3]([O:28][CH:38]5[CH2:37][O:36][CH:35]([C:29]6[CH:30]=[CH:31][CH:32]=[CH:33][CH:34]=6)[O:40][CH2:39]5)=[CH:4][C:5]=4[Cl:27])[N:12]=3)[N:14]=2)[CH:17]=[C:18]([C:22]([F:23])([F:25])[F:24])[CH:19]=1, predict the reactants needed to synthesize it. (4) Given the product [F:1][C:2]([F:25])([F:24])[C@H:3]1[CH2:8][CH2:7][C@H:6]([NH:9][C:10](=[O:23])[C:11]2[C:16]([C:26]34[CH2:31][CH:30]3[CH2:29][NH:28][CH2:27]4)=[C:15]([N+:17]([O-:19])=[O:18])[C:14]([NH:20][CH3:21])=[CH:13][CH:12]=2)[CH2:5][CH2:4]1, predict the reactants needed to synthesize it. The reactants are: [F:1][C:2]([F:25])([F:24])[C@H:3]1[CH2:8][CH2:7][C@H:6]([NH:9][C:10](=[O:23])[C:11]2[CH:16]=[C:15]([N+:17]([O-:19])=[O:18])[C:14]([NH:20][CH3:21])=[CH:13][C:12]=2Cl)[CH2:5][CH2:4]1.[CH:26]12[CH2:31][CH:30]1[CH2:29][NH:28][CH2:27]2.CCN(C(C)C)C(C)C. (5) Given the product [O:18]1[CH2:19][CH2:20][N:21]([S:24]([C:27]2[CH:28]=[CH:29][C:30]([NH:31][C:13]3[N:12]=[C:11]([C:7]4[CH:6]=[C:5]([NH:4][C:1](=[O:3])[CH3:2])[CH:10]=[CH:9][CH:8]=4)[CH:16]=[N:15][CH:14]=3)=[CH:32][CH:33]=2)(=[O:26])=[O:25])[CH2:22][CH2:23]1, predict the reactants needed to synthesize it. The reactants are: [C:1]([NH:4][C:5]1[CH:6]=[C:7]([C:11]2[CH:16]=[N:15][CH:14]=[C:13](Cl)[N:12]=2)[CH:8]=[CH:9][CH:10]=1)(=[O:3])[CH3:2].[O:18]1[CH2:23][CH2:22][N:21]([S:24]([C:27]2[CH:33]=[CH:32][C:30]([NH2:31])=[CH:29][CH:28]=2)(=[O:26])=[O:25])[CH2:20][CH2:19]1.C1C=CC(P(C2C(C3C(P(C4C=CC=CC=4)C4C=CC=CC=4)=CC=C4C=3C=CC=C4)=C3C(C=CC=C3)=CC=2)C2C=CC=CC=2)=CC=1.CC(C)([O-])C.[Na+]. (6) Given the product [CH2:1]([O:3][C:4](=[O:17])[C:5]([CH3:6])([O:8][C:9]1[CH:14]=[CH:13][C:12]([O:15][CH2:31][CH2:30][CH2:29][C:28]#[C:27][C:23]2[CH:24]=[CH:25][CH:26]=[C:21]([O:20][C:19]([F:18])([F:33])[F:34])[CH:22]=2)=[CH:11][C:10]=1[CH3:16])[CH3:7])[CH3:2], predict the reactants needed to synthesize it. The reactants are: [CH2:1]([O:3][C:4](=[O:17])[C:5]([O:8][C:9]1[CH:14]=[CH:13][C:12]([OH:15])=[CH:11][C:10]=1[CH3:16])([CH3:7])[CH3:6])[CH3:2].[F:18][C:19]([F:34])([F:33])[O:20][C:21]1[CH:22]=[C:23]([C:27]#[C:28][CH2:29][CH2:30][CH2:31]O)[CH:24]=[CH:25][CH:26]=1.C(P(CCCC)CCCC)CCC.CN(C)C(N=NC(N(C)C)=O)=O.